This data is from Forward reaction prediction with 1.9M reactions from USPTO patents (1976-2016). The task is: Predict the product of the given reaction. (1) Given the reactants [Cl:1][C:2]([Cl:7])([Cl:6])[C:3](Cl)=[O:4].[Cl-].[Cl-].[Cl-].[Al+3].[C:12]([C:14]1[NH:15][CH:16]=[CH:17][CH:18]=1)#[N:13], predict the reaction product. The product is: [Cl:1][C:2]([Cl:7])([Cl:6])[C:3]([C:17]1[CH:18]=[C:14]([C:12]#[N:13])[NH:15][CH:16]=1)=[O:4]. (2) Given the reactants [CH3:1][O:2][C:3]1[CH:28]=[CH:27][C:6]([CH2:7][N:8]2[C:12]3=[N:13][CH:14]=[CH:15][C:16]([O:17][C:18]4[CH:23]=[CH:22][C:21]([NH2:24])=[CH:20][C:19]=4[F:25])=[C:11]3[C:10](I)=[N:9]2)=[CH:5][CH:4]=1.[OH:29][C@H:30]1[CH2:35][CH2:34][CH2:33][N:32]([C:36]([O:38][C:39]([CH3:42])([CH3:41])[CH3:40])=[O:37])[CH2:31]1.N1C2C(=CC=C3C=2N=CC=C3)C=CC=1.[F-].[K+], predict the reaction product. The product is: [NH2:24][C:21]1[CH:22]=[CH:23][C:18]([O:17][C:16]2[CH:15]=[CH:14][N:13]=[C:12]3[N:8]([CH2:7][C:6]4[CH:27]=[CH:28][C:3]([O:2][CH3:1])=[CH:4][CH:5]=4)[N:9]=[C:10]([O:29][C@H:30]4[CH2:35][CH2:34][CH2:33][N:32]([C:36]([O:38][C:39]([CH3:42])([CH3:41])[CH3:40])=[O:37])[CH2:31]4)[C:11]=23)=[C:19]([F:25])[CH:20]=1. (3) Given the reactants C(N(CC)CC)C.Cl.C(N=C=NCCCN(C)C)C.[CH3:20][O:21][C:22]1[CH:23]=[C:24]2[C:29](=[C:30]3[CH2:34][C:33]([CH3:36])([CH3:35])[O:32][C:31]=13)[C:28]([C:37]1[CH:38]=[C:39]([NH2:43])[CH:40]=[CH:41][CH:42]=1)=[N:27][C:26]([CH3:45])([CH3:44])[CH2:25]2.Cl.[N:47]1[CH:52]=[CH:51][C:50]([CH2:53][C:54](O)=[O:55])=[CH:49][CH:48]=1.O.ON1C2C=CC=CC=2N=N1, predict the reaction product. The product is: [CH3:20][O:21][C:22]1[CH:23]=[C:24]2[C:29](=[C:30]3[CH2:34][C:33]([CH3:36])([CH3:35])[O:32][C:31]=13)[C:28]([C:37]1[CH:38]=[C:39]([NH:43][C:54](=[O:55])[CH2:53][C:50]3[CH:51]=[CH:52][N:47]=[CH:48][CH:49]=3)[CH:40]=[CH:41][CH:42]=1)=[N:27][C:26]([CH3:45])([CH3:44])[CH2:25]2. (4) The product is: [O:3]1[CH2:4][CH2:5][O:1][CH:2]1[CH2:6][CH2:7][CH2:8][CH2:9][O:10][C:11]1[CH:12]=[CH:13][C:14]([C:15]([NH:55][C:56]2[CH:57]=[C:58]([C:62]([OH:80])([C:74]3[CH:75]=[CH:76][CH:77]=[CH:78][CH:79]=3)[C:63]([O:65][C@@H:66]3[CH:71]4[CH2:70][CH2:69][N:68]([CH2:73][CH2:72]4)[CH2:67]3)=[O:64])[CH:59]=[CH:60][CH:61]=2)=[O:17])=[CH:18][CH:19]=1. Given the reactants [O:1]1[CH2:5][CH2:4][O:3][CH:2]1[CH2:6][CH2:7][CH2:8][CH2:9][O:10][C:11]1[CH:19]=[CH:18][C:14]([C:15]([OH:17])=O)=[CH:13][CH:12]=1.CN(C(ON1N=NC2C=CC=NC1=2)=[N+](C)C)C.F[P-](F)(F)(F)(F)F.CCN(C(C)C)C(C)C.Cl.Cl.[NH2:55][C:56]1[CH:57]=[C:58]([C:62]([OH:80])([C:74]2[CH:79]=[CH:78][CH:77]=[CH:76][CH:75]=2)[C:63]([O:65][C@@H:66]2[CH:71]3[CH2:72][CH2:73][N:68]([CH2:69][CH2:70]3)[CH2:67]2)=[O:64])[CH:59]=[CH:60][CH:61]=1, predict the reaction product. (5) Given the reactants [CH3:1][S:2](Cl)(=[O:4])=[O:3].[CH3:6][O:7][C:8]1[CH:9]=[C:10]2[C:15](=[CH:16][CH:17]=1)[C:14]([CH2:18][OH:19])=[N:13][C:12]([NH:20][C:21]1[CH:25]=[C:24]([CH3:26])[NH:23][N:22]=1)=[CH:11]2.CCN(CC)CC, predict the reaction product. The product is: [CH3:1][S:2]([N:23]1[C:24]([CH3:26])=[CH:25][C:21]([NH:20][C:12]2[N:13]=[C:14]([CH2:18][O:19][S:2]([CH3:1])(=[O:4])=[O:3])[C:15]3[C:10]([CH:11]=2)=[CH:9][C:8]([O:7][CH3:6])=[CH:17][CH:16]=3)=[N:22]1)(=[O:4])=[O:3]. (6) Given the reactants [CH3:1][C:2]1([CH2:7][CH2:8][CH2:9][CH2:10][N:11]2[CH:15]=[CH:14][C:13]([NH2:16])=[N:12]2)[O:6]CCO1.[C:17]1(/[CH:23]=[CH:24]/[C:25](O)=[O:26])[CH:22]=[CH:21][CH:20]=[CH:19][CH:18]=1, predict the reaction product. The product is: [O:6]=[C:2]([CH3:1])[CH2:7][CH2:8][CH2:9][CH2:10][N:11]1[CH:15]=[CH:14][C:13]([NH:16][C:25](=[O:26])/[CH:24]=[CH:23]/[C:17]2[CH:22]=[CH:21][CH:20]=[CH:19][CH:18]=2)=[N:12]1.